From a dataset of Catalyst prediction with 721,799 reactions and 888 catalyst types from USPTO. Predict which catalyst facilitates the given reaction. Reactant: C([O:7][CH2:8][C:9]([F:15])([F:14])[S:10]([O-:13])(=[O:12])=[O:11])(=O)C(C)(C)C.[C:16]1([I+:22][C:23]2[CH:28]=[CH:27][CH:26]=[CH:25][CH:24]=2)[CH:21]=[CH:20][CH:19]=[CH:18][CH:17]=1.CO.[OH-].[Na+].Cl. Product: [OH:7][CH2:8][C:9]([F:15])([F:14])[S:10]([O-:13])(=[O:12])=[O:11].[C:23]1([I+:22][C:16]2[CH:17]=[CH:18][CH:19]=[CH:20][CH:21]=2)[CH:24]=[CH:25][CH:26]=[CH:27][CH:28]=1. The catalyst class is: 22.